The task is: Predict the product of the given reaction.. This data is from Forward reaction prediction with 1.9M reactions from USPTO patents (1976-2016). (1) Given the reactants [N:1]1[C:10]2[C:5](=[CH:6][CH:7]=[CH:8][CH:9]=2)[CH:4]=[C:3]([C:11]([OH:13])=O)[CH:2]=1.C(Cl)(=O)C([Cl:17])=O, predict the reaction product. The product is: [N:1]1[C:10]2[C:5](=[CH:6][CH:7]=[CH:8][CH:9]=2)[CH:4]=[C:3]([C:11]([Cl:17])=[O:13])[CH:2]=1. (2) Given the reactants [C:1]([NH:4][CH2:5][CH2:6][C:7]1[C:15]2[C:10](=[CH:11][C:12]([F:18])=[C:13]([O:16][CH3:17])[CH:14]=2)[NH:9][C:8]=1[C:19]([OH:21])=O)(=[O:3])[CH3:2].[CH:22]([N:25](C(C)C)CC)(C)C.Cl.CN.F[P-](F)(F)(F)(F)F.N1(OC(N(C)C)=[N+](C)C)C2N=CC=CC=2N=N1, predict the reaction product. The product is: [C:1]([NH:4][CH2:5][CH2:6][C:7]1[C:15]2[C:10](=[CH:11][C:12]([F:18])=[C:13]([O:16][CH3:17])[CH:14]=2)[NH:9][C:8]=1[C:19]([NH:25][CH3:22])=[O:21])(=[O:3])[CH3:2]. (3) Given the reactants [C:1]([S:5]([C:8]1[CH:9]=[C:10]2[C:15](=[CH:16][C:17]=1[OH:18])[N:14]=[CH:13][CH:12]=[C:11]2[Cl:19])(=[O:7])=[O:6])([CH3:4])([CH3:3])[CH3:2].C([O-])([O-])=O.[K+].[K+].[F:26][CH:27]([F:30])[CH2:28]I, predict the reaction product. The product is: [C:1]([S:5]([C:8]1[CH:9]=[C:10]2[C:15](=[CH:16][C:17]=1[O:18][CH2:28][CH:27]([F:30])[F:26])[N:14]=[CH:13][CH:12]=[C:11]2[Cl:19])(=[O:6])=[O:7])([CH3:4])([CH3:2])[CH3:3]. (4) Given the reactants O=[C:2]1[O:6][C:5](C(F)(F)F)(C(F)(F)F)[S:4][CH:3]1[CH2:15][C:16]([OH:18])=[O:17].Cl.[CH3:20][O:21][C:22]([CH:24]1[CH2:29][CH2:28][CH2:27][CH2:26][NH:25]1)=[O:23].CCN(C(C)C)C(C)C.[CH2:39]([O:41][P:42](CI)(=[O:46])[O:43][CH2:44][CH3:45])[CH3:40].C([O-])(O)=O.[Na+], predict the reaction product. The product is: [CH3:20][O:21][C:22]([CH:24]1[CH2:29][CH2:28][CH2:27][CH2:26][N:25]1[C:2](=[O:6])[CH:3]([S:4][CH2:5][P:42]([O:43][CH2:44][CH3:45])([O:41][CH2:39][CH3:40])=[O:46])[CH2:15][C:16]([OH:18])=[O:17])=[O:23]. (5) Given the reactants C[O:2][C:3]([C:5]1[CH:10]=[CH:9][N:8]2[C:11](I)=[CH:12][N:13]=[C:7]2[CH:6]=1)=[O:4].CC1(C)C(C)(C)OB([C:23]2[CH:24]=[C:25]([NH:29][C:30]([NH:32][CH2:33][C:34]([F:37])([F:36])[F:35])=[O:31])[CH:26]=[CH:27][CH:28]=2)O1.C([O-])([O-])=O.[Na+].[Na+], predict the reaction product. The product is: [F:35][C:34]([F:36])([F:37])[CH2:33][NH:32][C:30](=[O:31])[NH:29][C:25]1[CH:24]=[C:23]([C:11]2[N:8]3[CH:9]=[CH:10][C:5]([C:3]([OH:2])=[O:4])=[CH:6][C:7]3=[N:13][CH:12]=2)[CH:28]=[CH:27][CH:26]=1. (6) Given the reactants [OH:1][C@@:2]1([C:9]#[C:10][C:11]2[CH:12]=[C:13]([N:21]3[C:25]4=[N:26][CH:27]=[CH:28][CH:29]=[C:24]4[C:23]([C:30]([O:32]C)=O)=[N:22]3)[CH:14]=[C:15]([C:17]([F:20])([F:19])[F:18])[CH:16]=2)[CH2:6][CH2:5][N:4]([CH3:7])[C:3]1=[O:8].[NH3:34], predict the reaction product. The product is: [OH:1][C@@:2]1([C:9]#[C:10][C:11]2[CH:12]=[C:13]([N:21]3[C:25]4=[N:26][CH:27]=[CH:28][CH:29]=[C:24]4[C:23]([C:30]([NH2:34])=[O:32])=[N:22]3)[CH:14]=[C:15]([C:17]([F:18])([F:19])[F:20])[CH:16]=2)[CH2:6][CH2:5][N:4]([CH3:7])[C:3]1=[O:8]. (7) Given the reactants [CH2:1]([O:8][C:9]1[CH:16]=[CH:15][C:12]([CH:13]=O)=[C:11](F)[CH:10]=1)[C:2]1[CH:7]=[CH:6][CH:5]=[CH:4][CH:3]=1.[CH3:18][O:19][C:20](=[O:23])[CH2:21][SH:22].CCN(CC)CC.O, predict the reaction product. The product is: [CH3:18][O:19][C:20]([C:21]1[S:22][C:11]2[CH:10]=[C:9]([O:8][CH2:1][C:2]3[CH:7]=[CH:6][CH:5]=[CH:4][CH:3]=3)[CH:16]=[CH:15][C:12]=2[CH:13]=1)=[O:23]. (8) The product is: [NH2:19][C:15]1[CH:16]=[CH:17][CH:18]=[C:10]([CH2:9][NH:8][C:6]([O:5][C:1]([CH3:4])([CH3:3])[CH3:2])=[O:7])[C:11]=1[C:12]([OH:14])=[O:13]. Given the reactants [C:1]([O:5][C:6]([NH:8][CH2:9][C:10]1[CH:18]=[CH:17][CH:16]=[C:15]([N+:19]([O-])=O)[C:11]=1[C:12]([OH:14])=[O:13])=[O:7])([CH3:4])([CH3:3])[CH3:2], predict the reaction product. (9) Given the reactants [C@H:1]12[CH2:6][C@H:5]1[CH2:4][NH:3][C@@H:2]2[CH2:7][NH:8][C:9]([C:11]1[CH:12]=[CH:13][CH:14]=[C:15]2[O:19][CH:18]=[CH:17][C:16]=12)=[O:10].[CH3:20][C:21]1[S:22][C:23]([C:29]2[CH:30]=[C:31]([CH3:35])[CH:32]=[CH:33][CH:34]=2)=[C:24]([C:26](O)=[O:27])[N:25]=1, predict the reaction product. The product is: [CH3:20][C:21]1[S:22][C:23]([C:29]2[CH:30]=[C:31]([CH3:35])[CH:32]=[CH:33][CH:34]=2)=[C:24]([C:26]([N:3]2[CH2:4][C@H:5]3[C@H:1]([CH2:6]3)[C@H:2]2[CH2:7][NH:8][C:9]([C:11]2[CH:12]=[CH:13][CH:14]=[C:15]3[O:19][CH:18]=[CH:17][C:16]=23)=[O:10])=[O:27])[N:25]=1.